Dataset: Catalyst prediction with 721,799 reactions and 888 catalyst types from USPTO. Task: Predict which catalyst facilitates the given reaction. (1) Reactant: Cl[C:2]1[CH:7]=[C:6]([NH:8][C:9]2[CH:19]=[CH:18][CH:17]=[CH:16][C:10]=2[C:11]([NH:13][O:14][CH3:15])=[O:12])[C:5]([Cl:20])=[CH:4][N:3]=1.[CH2:21]([N:23]1[C:27]([NH2:28])=[C:26]([CH3:29])[CH:25]=[N:24]1)[CH3:22].C(=O)([O-])[O-].[Cs+].[Cs+].C1C=CC(P(C2C(C3C(P(C4C=CC=CC=4)C4C=CC=CC=4)=CC=C4C=3C=CC=C4)=C3C(C=CC=C3)=CC=2)C2C=CC=CC=2)=CC=1. Product: [Cl:20][C:5]1[C:6]([NH:8][C:9]2[CH:19]=[CH:18][CH:17]=[CH:16][C:10]=2[C:11]([NH:13][O:14][CH3:15])=[O:12])=[CH:7][C:2]([NH:28][C:27]2[N:23]([CH2:21][CH3:22])[N:24]=[CH:25][C:26]=2[CH3:29])=[N:3][CH:4]=1. The catalyst class is: 826. (2) Reactant: [ClH:1].[N:2]12[CH2:9][CH2:8][CH:5]([CH2:6][CH2:7]1)[CH:4]([C:10]([OH:12])=O)[CH2:3]2.S(Cl)([Cl:15])=O. Product: [ClH:15].[N:2]12[CH2:9][CH2:8][CH:5]([CH2:6][CH2:7]1)[CH:4]([C:10]([Cl:1])=[O:12])[CH2:3]2. The catalyst class is: 11. (3) Reactant: [CH:1]([N:3]1[CH2:8][CH2:7][N:6]([CH2:9][CH2:10]O)[CH2:5][CH2:4]1)=[O:2].[N:12]1[C:16]2[CH:17]=[CH:18][CH:19]=[CH:20][C:15]=2[NH:14][C:13]=1[S:21][S:21][C:13]1[NH:12][C:16]2[CH:17]=[CH:18][CH:19]=[CH:20][C:15]=2[N:14]=1.C(P(CCCC)CCCC)CCC. Product: [CH:1]([N:3]1[CH2:8][CH2:7][N:6]([CH2:9][CH2:10][S:21][C:13]2[NH:12][C:16]3[CH:17]=[CH:18][CH:19]=[CH:20][C:15]=3[N:14]=2)[CH2:5][CH2:4]1)=[O:2]. The catalyst class is: 17. (4) Reactant: [NH2:1][C@H:2]([C:9]([NH:11][C@@H:12]([CH2:24][CH2:25][C:26]([O:28][CH3:29])=[O:27])[C:13]([NH:15][CH2:16][C:17]1[CH:22]=[CH:21][C:20]([I:23])=[CH:19][CH:18]=1)=[O:14])=[O:10])[CH2:3][CH2:4][C:5]([O:7][CH3:8])=[O:6].[N:30]([C:33]1[CH:38]=[CH:37][C:36]([S:39]([NH2:42])(=[O:41])=[O:40])=[CH:35][CH:34]=1)=[C:31]=[S:32].CCN(C(C)C)C(C)C. Product: [I:23][C:20]1[CH:19]=[CH:18][C:17]([CH2:16][NH:15][C:13](=[O:14])[C@@H:12]([NH:11][C:9](=[O:10])[C@@H:2]([NH:1][C:31]([NH:30][C:33]2[CH:34]=[CH:35][C:36]([S:39](=[O:41])(=[O:40])[NH2:42])=[CH:37][CH:38]=2)=[S:32])[CH2:3][CH2:4][C:5]([O:7][CH3:8])=[O:6])[CH2:24][CH2:25][C:26]([O:28][CH3:29])=[O:27])=[CH:22][CH:21]=1. The catalyst class is: 10. (5) Reactant: [C:1]([NH:4][C:5](=[CH2:10])[C:6]([O:8][CH3:9])=[O:7])(=[O:3])[CH3:2].C(O[K])(C)(C)C.C1(C)C=CC=CC=1. Product: [C:1]([NH:4][CH:5]([CH3:10])[C:6]([O:8][CH3:9])=[O:7])(=[O:3])[CH3:2]. The catalyst class is: 218. (6) Reactant: [CH:1]([N:4]1[C:8]([C:9]2[N:10]=[C:11]3[C:17]4[CH:18]=[CH:19][C:20]([CH:22]([C:28]([O:30]CC)=O)[C:23]([O:25]CC)=O)=[CH:21][C:16]=4[O:15][CH2:14][CH2:13][N:12]3[CH:33]=2)=[N:7][CH:6]=[N:5]1)([CH3:3])[CH3:2].[NH2:34][NH2:35]. Product: [CH:1]([N:4]1[C:8]([C:9]2[N:10]=[C:11]3[C:17]4[CH:18]=[CH:19][C:20]([CH:22]5[C:28](=[O:30])[NH:35][NH:34][C:23]5=[O:25])=[CH:21][C:16]=4[O:15][CH2:14][CH2:13][N:12]3[CH:33]=2)=[N:7][CH:6]=[N:5]1)([CH3:2])[CH3:3]. The catalyst class is: 8. (7) Reactant: B(Br)(Br)Br.[CH:5]1([C:11]2[N:15]=[C:14]([CH:16]=[CH:17][C:18]3[CH:23]=[CH:22][C:21]([O:24]C)=[C:20]([O:26]C)[CH:19]=3)[O:13][N:12]=2)[CH2:10][CH2:9][CH2:8][CH2:7][CH2:6]1. Product: [CH:5]1([C:11]2[N:15]=[C:14]([CH:16]=[CH:17][C:18]3[CH:19]=[C:20]([OH:26])[C:21]([OH:24])=[CH:22][CH:23]=3)[O:13][N:12]=2)[CH2:10][CH2:9][CH2:8][CH2:7][CH2:6]1. The catalyst class is: 4. (8) Reactant: [C:1]1([CH3:21])[CH:6]=[CH:5][C:4]([S:7]([N:10]2[C:14]3=[N:15][CH:16]=[CH:17][CH:18]=[C:13]3[CH:12]=[C:11]2C=O)(=[O:9])=[O:8])=[CH:3][CH:2]=1.ClC1C=CC=C(C(OO)=[O:30])C=1.S([O-])([O-])=O.[Na+].[Na+]. Product: [C:1]1([CH3:21])[CH:6]=[CH:5][C:4]([S:7]([N:10]2[C:14]3=[N:15][CH:16]=[CH:17][CH:18]=[C:13]3[CH2:12][C:11]2=[O:30])(=[O:9])=[O:8])=[CH:3][CH:2]=1. The catalyst class is: 4. (9) Reactant: [F:1][C:2]([F:7])([F:6])[C:3]([OH:5])=[O:4].[OH:8][C@H:9]1[C@H:15]2[CH2:16][N:11]([C:12]3[CH:29]=[CH:28][C:27]([C:30]4[CH:35]=[CH:34][CH:33]=[C:32]([C:36]([F:39])([F:38])[F:37])[CH:31]=4)=[N:26][C:13]=3[N:14]2[C:17]([NH:19][C:20]2[CH:25]=[CH:24][CH:23]=[CH:22][N:21]=2)=[O:18])[CH2:10]1.CC(OI1(OC(C)=O)(OC(C)=O)OC(=O)C2C1=CC=CC=2)=O.C([O-])(O)=O.[Na+]. Product: [F:1][C:2]([F:7])([F:6])[C:3]([OH:5])=[O:4].[O:8]=[C:9]1[C@H:15]2[CH2:16][N:11]([C:12]3[CH:29]=[CH:28][C:27]([C:30]4[CH:35]=[CH:34][CH:33]=[C:32]([C:36]([F:39])([F:38])[F:37])[CH:31]=4)=[N:26][C:13]=3[N:14]2[C:17]([NH:19][C:20]2[CH:25]=[CH:24][CH:23]=[CH:22][N:21]=2)=[O:18])[CH2:10]1. The catalyst class is: 2.